This data is from Full USPTO retrosynthesis dataset with 1.9M reactions from patents (1976-2016). The task is: Predict the reactants needed to synthesize the given product. (1) Given the product [Br:29][CH2:30][C:31]([NH:1][C:2]1[C:3]([O:15][CH2:16][CH2:17][O:18][CH3:19])=[N:4][C:5]([CH3:14])=[CH:6][C:7]=1[O:8][CH2:9][C:10]([F:11])([F:12])[F:13])=[O:32], predict the reactants needed to synthesize it. The reactants are: [NH2:1][C:2]1[C:3]([O:15][CH2:16][CH2:17][O:18][CH3:19])=[N:4][C:5]([CH3:14])=[CH:6][C:7]=1[O:8][CH2:9][C:10]([F:13])([F:12])[F:11].CN(C)C1C=CC=CC=1.[Br:29][CH2:30][C:31](Br)=[O:32]. (2) Given the product [C:1]1([C:7](=[O:19])[C:8]([C:9]2[CH:10]=[CH:11][N:12]=[CH:13][CH:14]=2)=[O:17])[CH:2]=[CH:3][CH:4]=[CH:5][CH:6]=1, predict the reactants needed to synthesize it. The reactants are: [C:1]1([C:7]#[C:8][C:9]2[CH:14]=[CH:13][N:12]=[CH:11][CH:10]=2)[CH:6]=[CH:5][CH:4]=[CH:3][CH:2]=1.II.[OH2:17].C([O-])([O-])=[O:19].[Na+].[Na+]. (3) Given the product [CH2:22]([C:19]1[CH:20]=[CH:21][C:16]([CH2:15][CH:11]([NH:10][C:8](=[O:9])[O:7][C:3]([CH3:6])([CH3:5])[CH3:4])[C:12]2[NH:61][C:58]3[CH:59]=[CH:60][C:55]([F:54])=[CH:56][C:57]=3[N:62]=2)=[CH:17][CH:18]=1)[CH3:23], predict the reactants needed to synthesize it. The reactants are: N#N.[C:3]([O:7][C:8]([NH:10][CH:11]([CH2:15][C:16]1[CH:21]=[CH:20][C:19]([CH2:22][CH3:23])=[CH:18][CH:17]=1)[C:12](O)=O)=[O:9])([CH3:6])([CH3:5])[CH3:4].C(N1CCOCC1)C.CN(C(ON1N=NC2C=CC=CC1=2)=[N+](C)C)C.[B-](F)(F)(F)F.[F:54][C:55]1[CH:56]=[C:57]([NH2:62])[C:58]([NH2:61])=[CH:59][CH:60]=1.